Dataset: Reaction yield outcomes from USPTO patents with 853,638 reactions. Task: Predict the reaction yield, written as a fraction of the theoretical maximum amount of product (1.0 means a 100% yield; for example, 0.34 means a 34% yield). (1) The reactants are [Br:1][C:2]1[C:3]([F:12])=[CH:4][C:5]2[C:6]([CH:11]=1)=[N+:7]([O-])[O:8][N:9]=2.C(OP(OCC)OCC)C. The catalyst is C(O)C. The product is [Br:1][C:2]1[C:3]([F:12])=[CH:4][C:5]2=[N:9][O:8][N:7]=[C:6]2[CH:11]=1. The yield is 0.730. (2) The reactants are [Cl:1][C:2]1[CH:7]=[CH:6][C:5]([N:8]2[CH:12]=[C:11]([CH:13]([CH:15]3[CH2:20][CH2:19][CH2:18][CH2:17][CH2:16]3)O)[C:10]([CH3:21])=[N:9]2)=[CH:4][CH:3]=1.[NH2:22][C:23]1[CH:28]=[CH:27][C:26]([C:29]([N:31]([CH3:39])[CH2:32][CH2:33][C:34]([O:36]CC)=[O:35])=[O:30])=[CH:25][CH:24]=1. No catalyst specified. The product is [Cl:1][C:2]1[CH:7]=[CH:6][C:5]([N:8]2[CH:12]=[C:11]([CH:13]([NH:22][C:23]3[CH:24]=[CH:25][C:26]([C:29]([N:31]([CH3:39])[CH2:32][CH2:33][C:34]([OH:36])=[O:35])=[O:30])=[CH:27][CH:28]=3)[CH:15]3[CH2:20][CH2:19][CH2:18][CH2:17][CH2:16]3)[C:10]([CH3:21])=[N:9]2)=[CH:4][CH:3]=1. The yield is 0.570. (3) The reactants are [OH:1]S(O)(=O)=O.ON=[CH:8][C:9]([NH:11][C:12]1[CH:17]=[CH:16][CH:15]=[CH:14][C:13]=1[CH:18]([CH3:20])[CH3:19])=[O:10]. The catalyst is O. The product is [CH:18]([C:13]1[CH:14]=[CH:15][CH:16]=[C:17]2[C:12]=1[NH:11][C:9](=[O:10])[C:8]2=[O:1])([CH3:20])[CH3:19]. The yield is 0.970.